Dataset: Peptide-MHC class I binding affinity with 185,985 pairs from IEDB/IMGT. Task: Regression. Given a peptide amino acid sequence and an MHC pseudo amino acid sequence, predict their binding affinity value. This is MHC class I binding data. (1) The peptide sequence is GLSRYVARV. The MHC is HLA-A68:01 with pseudo-sequence HLA-A68:01. The binding affinity (normalized) is 0. (2) The peptide sequence is QASQEVKNW. The MHC is Patr-B0101 with pseudo-sequence Patr-B0101. The binding affinity (normalized) is 0. (3) The peptide sequence is RECGARVIL. The MHC is HLA-B58:01 with pseudo-sequence HLA-B58:01. The binding affinity (normalized) is 0.0847. (4) The peptide sequence is GKFFAQAFL. The MHC is HLA-A30:01 with pseudo-sequence HLA-A30:01. The binding affinity (normalized) is 0.388. (5) The peptide sequence is VVYKEAKIK. The MHC is HLA-B27:05 with pseudo-sequence HLA-B27:05. The binding affinity (normalized) is 0.0847. (6) The peptide sequence is SLNPYYQSY. The MHC is HLA-A02:16 with pseudo-sequence HLA-A02:16. The binding affinity (normalized) is 0.215.